The task is: Predict the product of the given reaction.. This data is from Forward reaction prediction with 1.9M reactions from USPTO patents (1976-2016). (1) The product is: [C:4]([C:3]1[C:2]([NH:18][C:19]2[CH:20]=[C:21]([CH:27]=[CH:28][C:29]=2[CH3:30])[C:22]([NH:24][O:25][CH3:26])=[O:23])=[N:9][C:8]([N:10]([CH2:12][C:13]([CH3:16])([CH3:15])[CH3:14])[CH3:11])=[C:7]([F:17])[CH:6]=1)#[N:5]. Given the reactants Cl[C:2]1[N:9]=[C:8]([N:10]([CH2:12][C:13]([CH3:16])([CH3:15])[CH3:14])[CH3:11])[C:7]([F:17])=[CH:6][C:3]=1[C:4]#[N:5].[NH2:18][C:19]1[CH:20]=[C:21]([CH:27]=[CH:28][C:29]=1[CH3:30])[C:22]([NH:24][O:25][CH3:26])=[O:23].[F-].[K+], predict the reaction product. (2) Given the reactants [NH2:1][CH2:2][C@H:3]1[N:8]([C:9]([C:11]2[N:12]=[C:13]([CH3:23])[S:14][C:15]=2[C:16]2[CH:17]=[C:18]([CH3:22])[CH:19]=[CH:20][CH:21]=2)=[O:10])[CH2:7][C@H:6]2[C@@H:4]1[CH2:5]2.[F:24][C:25]1[CH:26]=[C:27]([C:35](O)=[O:36])[C:28]2[O:33][CH2:32][O:31][CH2:30][C:29]=2[CH:34]=1, predict the reaction product. The product is: [CH3:23][C:13]1[S:14][C:15]([C:16]2[CH:17]=[C:18]([CH3:22])[CH:19]=[CH:20][CH:21]=2)=[C:11]([C:9]([N:8]2[CH2:7][C@H:6]3[C@H:4]([CH2:5]3)[C@H:3]2[CH2:2][NH:1][C:35]([C:27]2[C:28]3[O:33][CH2:32][O:31][CH2:30][C:29]=3[CH:34]=[C:25]([F:24])[CH:26]=2)=[O:36])=[O:10])[N:12]=1. (3) The product is: [CH:29]1([N:20]2[C:21](=[O:28])[C:22]3[C:27](=[CH:26][CH:25]=[CH:24][CH:23]=3)[N:18]([CH2:17][C:15]3[N:14]([CH2:33][CH2:34][CH:35]([CH3:37])[CH3:36])[C:13]4[CH:38]=[CH:39][C:10]([CH2:9][NH:7][CH3:6])=[CH:11][C:12]=4[N:16]=3)[C:19]2=[O:32])[CH2:31][CH2:30]1. Given the reactants C(O[C:6](=O)[N:7]([CH2:9][C:10]1[CH:39]=[CH:38][C:13]2[N:14]([CH2:33][CH2:34][CH:35]([CH3:37])[CH3:36])[C:15]([CH2:17][N:18]3[C:27]4[C:22](=[CH:23][CH:24]=[CH:25][CH:26]=4)[C:21](=[O:28])[N:20]([CH:29]4[CH2:31][CH2:30]4)[C:19]3=[O:32])=[N:16][C:12]=2[CH:11]=1)C)(C)(C)C.C1(OC)C=CC=CC=1.C(O)(C(F)(F)F)=O.C(Cl)(=O)C, predict the reaction product.